This data is from Full USPTO retrosynthesis dataset with 1.9M reactions from patents (1976-2016). The task is: Predict the reactants needed to synthesize the given product. (1) The reactants are: COC1C=CC(CN2C3=NC=CC(CO)=C3N=C2)=CC=1.[BH4-].[Na+].[CH3:23][O:24][C:25]1[CH:49]=[CH:48][C:28]([CH2:29][N:30]2[C:34]3=[N:35][C:36]([C:44]([F:47])([F:46])[F:45])=[CH:37][C:38]([C:39](OCC)=[O:40])=[C:33]3[N:32]=[CH:31]2)=[CH:27][CH:26]=1. Given the product [CH3:23][O:24][C:25]1[CH:26]=[CH:27][C:28]([CH2:29][N:30]2[C:34]3=[N:35][C:36]([C:44]([F:47])([F:45])[F:46])=[CH:37][C:38]([CH2:39][OH:40])=[C:33]3[N:32]=[CH:31]2)=[CH:48][CH:49]=1, predict the reactants needed to synthesize it. (2) Given the product [C:29]12([CH2:39][O:40][C:41]3[CH:48]=[CH:47][C:44]([C:45]([NH2:46])=[O:12])=[CH:43][C:42]=3[Br:49])[CH2:30][CH:31]3[CH2:37][CH:35]([CH2:34][CH:33]([CH2:32]3)[CH2:38]1)[CH2:36]2, predict the reactants needed to synthesize it. The reactants are: C12(C[O:12]C3C=CC(C#N)=CC=3C3C(OC)=NC=CC=3)CC3CC(CC(C3)C1)C2.[C:29]12([CH2:39][O:40][C:41]3[CH:48]=[CH:47][C:44]([C:45]#[N:46])=[CH:43][C:42]=3[Br:49])[CH2:38][CH:33]3[CH2:34][CH:35]([CH2:37][CH:31]([CH2:32]3)[CH2:30]1)[CH2:36]2. (3) Given the product [C:1]([O:5][C:6](=[O:18])[NH:7][C:8]1[CH:9]=[N:10][C:11]([C:14]2[N:17]=[C:25]([C:24]3[CH:28]=[C:20]([Br:19])[CH:21]=[CH:22][C:23]=3[OH:29])[O:16][N:15]=2)=[CH:12][CH:13]=1)([CH3:4])([CH3:2])[CH3:3], predict the reactants needed to synthesize it. The reactants are: [C:1]([O:5][C:6](=[O:18])[NH:7][C:8]1[CH:9]=[N:10][C:11]([C:14](=[NH:17])[NH:15][OH:16])=[CH:12][CH:13]=1)([CH3:4])([CH3:3])[CH3:2].[Br:19][C:20]1[CH:28]=[C:24]([C:25](O)=O)[C:23]([OH:29])=[CH:22][CH:21]=1. (4) Given the product [CH2:29]([O:28][C:26](=[O:27])[C:7]1[C:6]([F:8])=[CH:5][CH:4]=[C:3]([NH2:9])[C:2]=1[F:1])[C:30]1[CH:35]=[CH:34][CH:33]=[CH:32][CH:31]=1, predict the reactants needed to synthesize it. The reactants are: [F:1][C:2]1[CH:7]=[C:6]([F:8])[CH:5]=[CH:4][C:3]=1[NH2:9].C([Li])CCC.Cl[Si](C)(C)CC[Si](Cl)(C)C.Cl[C:26]([O:28][CH2:29][C:30]1[CH:35]=[CH:34][CH:33]=[CH:32][CH:31]=1)=[O:27].Cl.